This data is from Full USPTO retrosynthesis dataset with 1.9M reactions from patents (1976-2016). The task is: Predict the reactants needed to synthesize the given product. (1) Given the product [F:15][CH:2]([F:1])[O:3][C:4]1[CH:13]=[CH:12][CH:11]=[C:10]([F:14])[C:5]=1[C:6]([OH:8])=[O:7], predict the reactants needed to synthesize it. The reactants are: [F:1][CH:2]([F:15])[O:3][C:4]1[CH:13]=[CH:12][CH:11]=[C:10]([F:14])[C:5]=1[C:6]([O:8]C)=[O:7].[OH-].[Li+]. (2) Given the product [NH2:1][C:2]1[N:10]=[C:9]([F:11])[N:8]=[C:7]2[C:3]=1[N:4]=[C:5]([CH2:20][C:21]1[C:29]([I:30])=[CH:28][C:24]3[O:25][CH2:26][O:27][C:23]=3[CH:22]=1)[N:6]2[CH2:12][CH2:13][O:14][CH2:15][CH2:16][CH2:17][CH2:18][O:19][S:32](=[O:34])(=[O:33])[NH2:35], predict the reactants needed to synthesize it. The reactants are: [NH2:1][C:2]1[N:10]=[C:9]([F:11])[N:8]=[C:7]2[C:3]=1[N:4]=[C:5]([CH2:20][C:21]1[C:29]([I:30])=[CH:28][C:24]3[O:25][CH2:26][O:27][C:23]=3[CH:22]=1)[N:6]2[CH2:12][CH2:13][O:14][CH2:15][CH2:16][CH2:17][CH2:18][OH:19].Cl[S:32]([NH2:35])(=[O:34])=[O:33].C([O-])([O-])=O.[Ca+2]. (3) The reactants are: [OH:1][C@H:2]1[C:10]2[C:5](=[CH:6][CH:7]=[CH:8][CH:9]=2)[CH2:4][C@:3]1([CH2:20][C:21]1[CH:30]=[CH:29][C:24]([C:25]([O:27][CH3:28])=[O:26])=[CH:23][CH:22]=1)[C:11]1[CH2:12][C:13]2[C:18]([CH:19]=1)=[CH:17][CH:16]=[CH:15][CH:14]=2.C1CCC(N=C=NC2CCCCC2)CC1.C([NH:63][C@H:64]([C:69](O)=[O:70])[CH2:65][CH:66]([CH3:68])[CH3:67])(OCC1C2C(=CC=CC=2)C2C1=CC=CC=2)=O. Given the product [NH2:63][C@@H:64]([CH2:65][CH:66]([CH3:68])[CH3:67])[C:69]([O:1][C@H:2]1[C:10]2[C:5](=[CH:6][CH:7]=[CH:8][CH:9]=2)[CH2:4][C@:3]1([CH2:20][C:21]1[CH:30]=[CH:29][C:24]([C:25]([O:27][CH3:28])=[O:26])=[CH:23][CH:22]=1)[C:11]1[CH2:12][C:13]2[C:18]([CH:19]=1)=[CH:17][CH:16]=[CH:15][CH:14]=2)=[O:70], predict the reactants needed to synthesize it. (4) The reactants are: [CH3:1][S:2]([C:5]1[CH:6]=[C:7]([CH3:11])[CH:8]=[CH:9][CH:10]=1)(=[O:4])=[O:3].[Br:12]N1C(=O)CCC1=O. Given the product [CH3:1][S:2]([C:5]1[CH:10]=[CH:9][CH:8]=[C:7]([CH2:11][Br:12])[CH:6]=1)(=[O:3])=[O:4], predict the reactants needed to synthesize it. (5) Given the product [CH3:29][C:7]1[CH:8]=[C:9]([O:12][CH2:13][C:14]2[S:15][C:16]([C:19]3[CH:24]=[CH:23][C:22]([C:25]([F:26])([F:27])[F:28])=[CH:21][CH:20]=3)=[CH:17][CH:18]=2)[CH:10]=[CH:11][C:6]=1[CH2:5][CH2:4][C:3]([OH:30])=[O:2], predict the reactants needed to synthesize it. The reactants are: C[O:2][C:3](=[O:30])[CH2:4][CH2:5][C:6]1[CH:11]=[CH:10][C:9]([O:12][CH2:13][C:14]2[S:15][C:16]([C:19]3[CH:24]=[CH:23][C:22]([C:25]([F:28])([F:27])[F:26])=[CH:21][CH:20]=3)=[CH:17][CH:18]=2)=[CH:8][C:7]=1[CH3:29].[OH-].[Na+].C1COCC1.